This data is from Catalyst prediction with 721,799 reactions and 888 catalyst types from USPTO. The task is: Predict which catalyst facilitates the given reaction. (1) Reactant: [Cl:1][C:2]1[C:7]([C:8]([OH:10])=O)=[C:6]([Cl:11])[N:5]=[CH:4][N:3]=1.S(Cl)(Cl)=O.[CH3:16][NH:17][CH2:18][C:19]#[CH:20].C(N(CC)CC)C. Product: [Cl:11][C:6]1[C:7]([C:8]([N:17]([CH3:16])[CH2:18][C:19]#[CH:20])=[O:10])=[C:2]([Cl:1])[N:3]=[CH:4][N:5]=1. The catalyst class is: 59. (2) Reactant: Cl.[Br:2][C:3]1[N:12]=[C:6]2[CH2:7][CH:8]([NH2:11])[CH2:9][CH2:10][N:5]2[N:4]=1.C(Cl)Cl.[CH3:16][N:17]1[C:21]([C:22](Cl)=[O:23])=[C:20]([C:25]2[CH:30]=[CH:29][CH:28]=[C:27]([CH3:31])[N:26]=2)[CH:19]=[N:18]1.C(=O)([O-])O.[Na+]. Product: [Br:2][C:3]1[N:12]=[C:6]2[CH2:7][CH:8]([NH:11][C:22]([C:21]3[N:17]([CH3:16])[N:18]=[CH:19][C:20]=3[C:25]3[CH:30]=[CH:29][CH:28]=[C:27]([CH3:31])[N:26]=3)=[O:23])[CH2:9][CH2:10][N:5]2[N:4]=1. The catalyst class is: 66. (3) Reactant: [Br:1][C:2]1[CH:7]=[CH:6][C:5](F)=[C:4]([N+:9]([O-:11])=[O:10])[CH:3]=1.[C:12]([C:16]1[CH:21]=[CH:20][CH:19]=[CH:18][C:17]=1[OH:22])([CH3:15])([CH3:14])[CH3:13].C(=O)([O-])[O-].[K+].[K+]. Product: [Br:1][C:2]1[CH:7]=[CH:6][C:5]([O:22][C:17]2[CH:18]=[CH:19][CH:20]=[CH:21][C:16]=2[C:12]([CH3:15])([CH3:14])[CH3:13])=[C:4]([N+:9]([O-:11])=[O:10])[CH:3]=1. The catalyst class is: 18. (4) Reactant: Cl.[F:2][C:3]1[CH:8]=[CH:7][C:6]([C:9]2[CH2:10][CH2:11][NH:12][CH2:13][CH:14]=2)=[CH:5][CH:4]=1.FC(F)(F)S([O-])(=O)=O.[CH3:23][C:24]1[N:25]([S:30](N2C=CN=C2C)(=[O:32])=[O:31])[CH:26]=[CH:27][N+:28]=1C.C(#N)C.C(N(CC)CC)C. Product: [F:2][C:3]1[CH:8]=[CH:7][C:6]([C:9]2[CH2:14][CH2:13][N:12]([S:30]([N:25]3[CH:26]=[CH:27][N:28]=[C:24]3[CH3:23])(=[O:32])=[O:31])[CH2:11][CH:10]=2)=[CH:5][CH:4]=1. The catalyst class is: 6. (5) Reactant: [N+:1]([O:4][CH2:5][CH2:6][CH2:7][CH2:8][O:9][C:10]1[CH:11]=[C:12]([CH:16]=[CH:17][CH:18]=1)[C:13]([OH:15])=[O:14])([O-:3])=[O:2].C1CCC(N=C=NC2CCCCC2)CC1.O[C:35]1[CH:40]=[CH:39][C:38]([C:41]2[S:45][S:44][C:43](=[S:46])[CH:42]=2)=[CH:37][CH:36]=1. The catalyst class is: 154. Product: [N+:1]([O:4][CH2:5][CH2:6][CH2:7][CH2:8][O:9][C:10]1[CH:11]=[C:12]([CH:16]=[CH:17][CH:18]=1)[C:13]([O:15][C:35]1[CH:36]=[CH:37][C:38]([C:41]2[S:45][S:44][C:43](=[S:46])[CH:42]=2)=[CH:39][CH:40]=1)=[O:14])([O-:3])=[O:2]. (6) Reactant: [CH3:1][O:2][C:3]1[CH:19]=[C:18]2[C:6]([C:7](=O)[CH2:8][C:9]3([O:17]2)[CH2:12][CH:11]([C:13]([O:15][CH3:16])=[O:14])[CH2:10]3)=[CH:5][CH:4]=1.C([O-])(=O)C.[Na+].[CH3:26][O:27][NH2:28].Cl. Product: [CH3:1][O:2][C:3]1[CH:19]=[C:18]2[C:6]([C:7](=[N:28][O:27][CH3:26])[CH2:8][C:9]3([O:17]2)[CH2:12][CH:11]([C:13]([O:15][CH3:16])=[O:14])[CH2:10]3)=[CH:5][CH:4]=1. The catalyst class is: 5.